From a dataset of Forward reaction prediction with 1.9M reactions from USPTO patents (1976-2016). Predict the product of the given reaction. (1) Given the reactants CC(OC(/N=N/C(OC(C)C)=O)=O)C.[Br:15][C:16]1[C:21](=[O:22])[N:20]([CH2:23][C:24]2[CH:29]=[CH:28][C:27]([O:30][CH3:31])=[CH:26][CH:25]=2)[NH:19][C:18](=[O:32])[CH:17]=1.[CH3:33][O:34][C:35]1[CH:36]=[CH:37][C:38]([C@H:41]2[CH2:43][C@@H:42]2[CH2:44]O)=[N:39][CH:40]=1.C1C=CC(P(C2C=CC=CC=2)C2C=CC=CC=2)=CC=1, predict the reaction product. The product is: [Br:15][C:16]1[C:21](=[O:22])[N:20]([CH2:23][C:24]2[CH:29]=[CH:28][C:27]([O:30][CH3:31])=[CH:26][CH:25]=2)[N:19]=[C:18]([O:32][CH2:44][C@H:42]2[CH2:43][C@@H:41]2[C:38]2[CH:37]=[CH:36][C:35]([O:34][CH3:33])=[CH:40][N:39]=2)[CH:17]=1. (2) Given the reactants C([N:8]1[C:14]2[CH:15]=[CH:16][CH:17]=[CH:18][C:13]=2[C:12](=[O:19])[NH:11][CH2:10][CH2:9]1)C1C=CC=CC=1, predict the reaction product. The product is: [NH:8]1[C:14]2[CH:15]=[CH:16][CH:17]=[CH:18][C:13]=2[C:12](=[O:19])[NH:11][CH2:10][CH2:9]1.